Dataset: Reaction yield outcomes from USPTO patents with 853,638 reactions. Task: Predict the reaction yield, written as a fraction of the theoretical maximum amount of product (1.0 means a 100% yield; for example, 0.34 means a 34% yield). (1) The reactants are CC(C)([O:5][C:6]1[CH:7]=[CH:8][C:9]2[C:10](=[O:26])[C:11]3[C:16]([O:17][C:18]=2[C:19]=1[O:20][C:21]([CH3:25])([CH3:24])[CH:22]=[CH2:23])=[CH:15][CH:14]=[CH:13][CH:12]=3)C=C. The catalyst is C1(C)C=CC=CC=1. The product is [CH3:18][C:9]([CH3:10])=[CH:8][CH2:7][C:19]12[C:6](=[O:5])[CH:7]3[CH:8]=[C:9]4[C:18]1([CH:22]([CH2:23]3)[C:21]([CH3:25])([CH3:24])[O:20]2)[O:17][C:16]1[CH:15]=[CH:14][CH:13]=[CH:12][C:11]=1[C:10]4=[O:26]. The yield is 0.630. (2) The product is [CH2:32]([NH:36][C:27]([C:12]1[C:13]([OH:26])=[C:14]([C:17]([NH:19][CH2:20][C:21]([OH:23])=[O:22])=[O:18])[C:15](=[O:16])[N:10]([CH2:9][C:3]2[CH:4]=[CH:5][C:6]([CH3:8])=[CH:7][C:2]=2[CH3:1])[C:11]=1[OH:31])=[O:29])[CH2:33][CH2:34][CH3:35]. The reactants are [CH3:1][C:2]1[CH:7]=[C:6]([CH3:8])[CH:5]=[CH:4][C:3]=1[CH2:9][N:10]1[C:15](=[O:16])[C:14]([C:17]([NH:19][CH2:20][C:21]([O:23]CC)=[O:22])=[O:18])=[C:13]([OH:26])[C:12]([C:27]([O:29]C)=O)=[C:11]1[OH:31].[CH2:32]([NH2:36])[CH2:33][CH2:34][CH3:35]. The catalyst is C(Cl)(Cl)Cl. The yield is 0.618. (3) The reactants are [C:1]([C:3]1[CH:4]=[C:5]([CH:9]=[C:10]([O:12][C:13]([F:16])([F:15])[F:14])[CH:11]=1)C(O)=O)#[N:2].[NH:17]=[C:18](OC)[C:19]1C=C([CH:25]=[C:26](OC(F)(F)F)[CH:27]=1)C(O)=O.C(Cl)(=O)C(Cl)=O.C([N:43](CC)CC)C.[CH3:48][N:49](C)[CH:50]=[O:51]. The catalyst is ClCCl. The product is [C:1]([C:3]1[CH:4]=[C:5]([C:50]2[O:51][N:43]=[C:48]([C:25]3[CH:26]=[CH:27][CH:19]=[CH:18][N:17]=3)[N:49]=2)[CH:9]=[C:10]([O:12][C:13]([F:14])([F:15])[F:16])[CH:11]=1)#[N:2]. The yield is 0.0450.